Predict the reaction yield, written as a fraction of the theoretical maximum amount of product (1.0 means a 100% yield; for example, 0.34 means a 34% yield). From a dataset of Reaction yield outcomes from USPTO patents with 853,638 reactions. (1) The product is [O:1]=[C:2]1[C:7]([CH2:8][C:9]2[CH:14]=[CH:13][C:12]([C:15]3[C:16]([C:21]#[N:22])=[CH:17][CH:18]=[CH:19][CH:20]=3)=[CH:11][CH:10]=2)=[C:6]([CH2:23][CH2:24][CH3:25])[N:5]2[N:26]=[CH:27][N:28]=[C:4]2[N:3]1[C@H:29]1[CH2:30][CH2:31][C@H:32]([O:35][CH2:36][C:37]([OH:39])([CH3:38])[C:42]([F:45])([F:44])[F:43])[CH2:33][CH2:34]1. The catalyst is O1CCCC1. The yield is 0.270. The reactants are [O:1]=[C:2]1[C:7]([CH2:8][C:9]2[CH:14]=[CH:13][C:12]([C:15]3[C:16]([C:21]#[N:22])=[CH:17][CH:18]=[CH:19][CH:20]=3)=[CH:11][CH:10]=2)=[C:6]([CH2:23][CH2:24][CH3:25])[N:5]2[N:26]=[CH:27][N:28]=[C:4]2[N:3]1[C@H:29]1[CH2:34][CH2:33][C@H:32]([O:35][CH2:36][C:37](=[O:39])[CH3:38])[CH2:31][CH2:30]1.C[Si](C)(C)[C:42]([F:45])([F:44])[F:43].[F-].C([N+](CCCC)(CCCC)CCCC)CCC.Cl. (2) The reactants are [C:1]([C:5]1[N:10]=[C:9]([N:11]2[CH2:16][CH2:15][O:14][CH2:13][CH2:12]2)[C:8]([C:17]([O:19]CC)=[O:18])=[CH:7][N:6]=1)([CH3:4])([CH3:3])[CH3:2].O[Li].O. The catalyst is C1COCC1.CCO.O. The product is [C:1]([C:5]1[N:10]=[C:9]([N:11]2[CH2:12][CH2:13][O:14][CH2:15][CH2:16]2)[C:8]([C:17]([OH:19])=[O:18])=[CH:7][N:6]=1)([CH3:4])([CH3:2])[CH3:3]. The yield is 0.460. (3) The reactants are CO[C:3](=[O:24])[C:4]1[CH:9]=[CH:8][C:7]([O:10][CH2:11][C:12]2[C:13]([C:17]3[CH:22]=[CH:21][C:20]([F:23])=[CH:19][CH:18]=3)=[N:14][O:15][CH:16]=2)=[N:6][CH:5]=1.[NH2:25][C@@H:26]([CH2:28][OH:29])[CH3:27]. No catalyst specified. The product is [F:23][C:20]1[CH:19]=[CH:18][C:17]([C:13]2[C:12]([CH2:11][O:10][C:7]3[CH:8]=[CH:9][C:4]([C:3]([NH:25][C@H:26]([CH3:27])[CH2:28][OH:29])=[O:24])=[CH:5][N:6]=3)=[CH:16][O:15][N:14]=2)=[CH:22][CH:21]=1. The yield is 0.410. (4) The reactants are [Cl:1][C:2]1[C:3](C(N)=O)=[N:4][CH:5]=[CH:6][C:7]=1[O:8][C:9]1[CH:14]=[CH:13][C:12]([NH:15][C:16]([C:18]2[C:19](=[O:31])[N:20]([C:25]3[CH:30]=[CH:29][CH:28]=[CH:27][CH:26]=3)[N:21]([CH3:24])[C:22]=2[CH3:23])=[O:17])=[CH:11][C:10]=1[F:32].C(O)(=O)C.C(O)(=O)C.IC1C=CC=CC=1.CC#[N:53]. The catalyst is CCOC(C)=O.O. The product is [NH2:53][C:3]1[C:2]([Cl:1])=[C:7]([O:8][C:9]2[CH:14]=[CH:13][C:12]([NH:15][C:16]([C:18]3[C:19](=[O:31])[N:20]([C:25]4[CH:30]=[CH:29][CH:28]=[CH:27][CH:26]=4)[N:21]([CH3:24])[C:22]=3[CH3:23])=[O:17])=[CH:11][C:10]=2[F:32])[CH:6]=[CH:5][N:4]=1. The yield is 0.706. (5) The catalyst is C1(C)C=CC=CC=1.O.Cl[Pd](Cl)([P](C1C=CC=CC=1)(C1C=CC=CC=1)C1C=CC=CC=1)[P](C1C=CC=CC=1)(C1C=CC=CC=1)C1C=CC=CC=1.[Cu]I. The yield is 0.810. The product is [C:8]([C:6]1[C:5]([N+:12]([O-:14])=[O:13])=[CH:4][C:3]([NH:15][C:28]#[C:27][Si:24]([CH3:26])([CH3:25])[CH3:23])=[CH:2][CH:7]=1)([CH3:11])([CH3:10])[CH3:9]. The reactants are Br[C:2]1[CH:7]=[C:6]([C:8]([CH3:11])([CH3:10])[CH3:9])[C:5]([N+:12]([O-:14])=[O:13])=[CH:4][C:3]=1[NH2:15].CCN(CC)CC.[CH3:23][Si:24]([C:27]#[CH:28])([CH3:26])[CH3:25]. (6) The reactants are [NH2:1][C@@H:2]([CH2:7][CH2:8][S:9][CH3:10])[C:3]([O:5][CH3:6])=[O:4].C(N(CC)CC)C.[C:18](O[C:18]([O:20][C:21]([CH3:24])([CH3:23])[CH3:22])=[O:19])([O:20][C:21]([CH3:24])([CH3:23])[CH3:22])=[O:19]. The catalyst is ClCCl. The product is [C:21]([O:20][C:18]([NH:1][C@@H:2]([CH2:7][CH2:8][S:9][CH3:10])[C:3]([O:5][CH3:6])=[O:4])=[O:19])([CH3:24])([CH3:23])[CH3:22]. The yield is 0.850. (7) The reactants are [NH:1]1[CH:5]=[C:4]([C@H:6]2[CH2:11][CH2:10][CH2:9][CH2:8][C@@H:7]2[OH:12])[CH:3]=[N:2]1.[CH3:13][O:14][CH2:15]Cl. The catalyst is CN(C=O)C. The product is [CH3:13][O:14][CH2:15][N:1]1[CH:5]=[C:4]([C@H:6]2[CH2:11][CH2:10][CH2:9][CH2:8][C@@H:7]2[OH:12])[CH:3]=[N:2]1. The yield is 0.730. (8) The reactants are FC(F)(F)C(O)=O.ClCCl.[CH3:11][C:12]1[CH:17]=[CH:16][C:15]([S:18]([C:21]2[CH:26]=[CH:25][CH:24]=[CH:23][CH:22]=2)(=[O:20])=[O:19])=[CH:14][C:13]=1[S:27]([NH:30][CH:31]1[CH2:36][CH2:35][N:34](C(OC(C)(C)C)=O)[CH2:33][CH2:32]1)(=[O:29])=[O:28]. No catalyst specified. The product is [CH3:11][C:12]1[CH:17]=[CH:16][C:15]([S:18]([C:21]2[CH:26]=[CH:25][CH:24]=[CH:23][CH:22]=2)(=[O:20])=[O:19])=[CH:14][C:13]=1[S:27]([NH:30][CH:31]1[CH2:36][CH2:35][NH:34][CH2:33][CH2:32]1)(=[O:28])=[O:29]. The yield is 0.940. (9) The reactants are [OH-].[K+].[CH2:3]([O:10][C:11]1[CH:20]=[C:19]([O:21][CH2:22][C:23]2[CH:28]=[CH:27][CH:26]=[CH:25][CH:24]=2)[C:18]([C:29]([CH3:31])=[CH2:30])=[CH:17][C:12]=1[C:13]([O:15]C)=[O:14])[C:4]1[CH:9]=[CH:8][CH:7]=[CH:6][CH:5]=1. The catalyst is CO.O. The product is [CH2:3]([O:10][C:11]1[CH:20]=[C:19]([O:21][CH2:22][C:23]2[CH:28]=[CH:27][CH:26]=[CH:25][CH:24]=2)[C:18]([C:29]([CH3:31])=[CH2:30])=[CH:17][C:12]=1[C:13]([OH:15])=[O:14])[C:4]1[CH:5]=[CH:6][CH:7]=[CH:8][CH:9]=1. The yield is 0.950. (10) The reactants are [CH2:1]([SH:4])[CH2:2][SH:3].B(F)(F)F.CCOCC.[C:14]([O:17][CH2:18][CH2:19][C:20]([C:22]1[CH:27]=[CH:26][C:25]([F:28])=[CH:24][CH:23]=1)=O)(=[O:16])[CH3:15].CCCCCC.CC(=O)OCC. The catalyst is C(Cl)Cl. The product is [C:14]([O:17][CH2:18][CH2:19][C:20]1([C:22]2[CH:23]=[CH:24][C:25]([F:28])=[CH:26][CH:27]=2)[S:4][CH2:1][CH2:2][S:3]1)(=[O:16])[CH3:15]. The yield is 0.660.